This data is from NCI-60 drug combinations with 297,098 pairs across 59 cell lines. The task is: Regression. Given two drug SMILES strings and cell line genomic features, predict the synergy score measuring deviation from expected non-interaction effect. (1) Drug 1: CCCCCOC(=O)NC1=NC(=O)N(C=C1F)C2C(C(C(O2)C)O)O. Drug 2: C1C(C(OC1N2C=NC3=C2NC=NCC3O)CO)O. Cell line: MOLT-4. Synergy scores: CSS=6.13, Synergy_ZIP=-5.16, Synergy_Bliss=-6.73, Synergy_Loewe=-1.80, Synergy_HSA=-2.03. (2) Drug 1: CC12CCC3C(C1CCC2=O)CC(=C)C4=CC(=O)C=CC34C. Drug 2: CC1=C(C=C(C=C1)NC(=O)C2=CC=C(C=C2)CN3CCN(CC3)C)NC4=NC=CC(=N4)C5=CN=CC=C5. Cell line: SN12C. Synergy scores: CSS=25.6, Synergy_ZIP=3.10, Synergy_Bliss=2.17, Synergy_Loewe=-3.13, Synergy_HSA=-2.80. (3) Drug 1: CC1OCC2C(O1)C(C(C(O2)OC3C4COC(=O)C4C(C5=CC6=C(C=C35)OCO6)C7=CC(=C(C(=C7)OC)O)OC)O)O. Drug 2: CC1CCC2CC(C(=CC=CC=CC(CC(C(=O)C(C(C(=CC(C(=O)CC(OC(=O)C3CCCCN3C(=O)C(=O)C1(O2)O)C(C)CC4CCC(C(C4)OC)O)C)C)O)OC)C)C)C)OC. Cell line: HL-60(TB). Synergy scores: CSS=69.6, Synergy_ZIP=-0.594, Synergy_Bliss=3.31, Synergy_Loewe=4.27, Synergy_HSA=5.47. (4) Drug 1: C1CCC(C1)C(CC#N)N2C=C(C=N2)C3=C4C=CNC4=NC=N3. Drug 2: C1CN(P(=O)(OC1)NCCCl)CCCl. Cell line: U251. Synergy scores: CSS=-2.22, Synergy_ZIP=-0.591, Synergy_Bliss=-4.36, Synergy_Loewe=-3.33, Synergy_HSA=-3.95. (5) Cell line: HCC-2998. Synergy scores: CSS=17.2, Synergy_ZIP=1.35, Synergy_Bliss=1.22, Synergy_Loewe=6.62, Synergy_HSA=3.41. Drug 2: C1CNP(=O)(OC1)N(CCCl)CCCl. Drug 1: COC1=NC(=NC2=C1N=CN2C3C(C(C(O3)CO)O)O)N. (6) Drug 1: CC1=CC2C(CCC3(C2CCC3(C(=O)C)OC(=O)C)C)C4(C1=CC(=O)CC4)C. Drug 2: C1=C(C(=O)NC(=O)N1)F. Cell line: HOP-62. Synergy scores: CSS=29.7, Synergy_ZIP=-3.26, Synergy_Bliss=-1.93, Synergy_Loewe=-12.2, Synergy_HSA=-6.27. (7) Drug 1: CC1=C(C(CCC1)(C)C)C=CC(=CC=CC(=CC(=O)O)C)C. Drug 2: CC1=C(C(=O)C2=C(C1=O)N3CC4C(C3(C2COC(=O)N)OC)N4)N. Synergy scores: CSS=14.2, Synergy_ZIP=-3.70, Synergy_Bliss=-0.306, Synergy_Loewe=-32.7, Synergy_HSA=-5.81. Cell line: UO-31. (8) Synergy scores: CSS=0.624, Synergy_ZIP=0.510, Synergy_Bliss=-0.834, Synergy_Loewe=-3.93, Synergy_HSA=-4.18. Cell line: SK-MEL-2. Drug 1: C1=CC(=CC=C1CC(C(=O)O)N)N(CCCl)CCCl.Cl. Drug 2: CC(C)CN1C=NC2=C1C3=CC=CC=C3N=C2N. (9) Drug 1: CCC1=C2CN3C(=CC4=C(C3=O)COC(=O)C4(CC)O)C2=NC5=C1C=C(C=C5)O. Drug 2: CN(CC1=CN=C2C(=N1)C(=NC(=N2)N)N)C3=CC=C(C=C3)C(=O)NC(CCC(=O)O)C(=O)O. Cell line: ACHN. Synergy scores: CSS=64.9, Synergy_ZIP=-2.86, Synergy_Bliss=-3.18, Synergy_Loewe=-8.83, Synergy_HSA=0.502. (10) Drug 1: CCC1(CC2CC(C3=C(CCN(C2)C1)C4=CC=CC=C4N3)(C5=C(C=C6C(=C5)C78CCN9C7C(C=CC9)(C(C(C8N6C)(C(=O)OC)O)OC(=O)C)CC)OC)C(=O)OC)O.OS(=O)(=O)O. Drug 2: C(CN)CNCCSP(=O)(O)O. Cell line: SK-MEL-5. Synergy scores: CSS=4.66, Synergy_ZIP=1.44, Synergy_Bliss=4.86, Synergy_Loewe=3.66, Synergy_HSA=3.22.